This data is from Catalyst prediction with 721,799 reactions and 888 catalyst types from USPTO. The task is: Predict which catalyst facilitates the given reaction. (1) Reactant: C[N:2]1[CH2:7][CH2:6][CH:5]([O:8][CH2:9][C:10]2[CH:15]=[CH:14][CH:13]=[C:12]([N+:16]([O-])=O)[CH:11]=2)[CH2:4][CH2:3]1.[C:19](O)(=O)C. Product: [CH3:19][CH:9]([O:8][CH:5]1[CH2:4][CH2:3][NH:2][CH2:7][CH2:6]1)[C:10]1[CH:11]=[C:12]([NH2:16])[CH:13]=[CH:14][CH:15]=1. The catalyst class is: 292. (2) Reactant: [CH2:1]([Mg]Cl)[CH3:2].[CH2:5]1COC[CH2:6]1.C(O[C:13](=[O:21])[CH2:14][CH2:15][CH:16]1[CH2:20][CH2:19][CH2:18][CH2:17]1)C. Product: [CH:16]1([CH2:15][CH2:14][C:13]([CH2:1][CH3:2])([OH:21])[CH2:5][CH3:6])[CH2:17][CH2:18][CH2:19][CH2:20]1. The catalyst class is: 28. (3) Reactant: [NH2:1][C:2]1[CH:7]=[CH:6][C:5]([C:8]2[CH2:13][CH2:12][N:11]([C:14]([O:16][C:17]([CH3:20])([CH3:19])[CH3:18])=[O:15])[CH2:10][CH:9]=2)=[CH:4][C:3]=1[O:21][CH2:22][CH3:23]. Product: [NH2:1][C:2]1[CH:7]=[CH:6][C:5]([CH:8]2[CH2:9][CH2:10][N:11]([C:14]([O:16][C:17]([CH3:18])([CH3:19])[CH3:20])=[O:15])[CH2:12][CH2:13]2)=[CH:4][C:3]=1[O:21][CH2:22][CH3:23]. The catalyst class is: 19. (4) Reactant: CON(C)[C:4]([C:6]1[CH:19]=[CH:18][C:9]2[CH:10]=[C:11]([C:13]([O:15][CH2:16][CH3:17])=[O:14])[S:12][C:8]=2[CH:7]=1)=[O:5].[Li][CH3:22].[Cl-].[NH4+]. Product: [C:4]([C:6]1[CH:19]=[CH:18][C:9]2[CH:10]=[C:11]([C:13]([O:15][CH2:16][CH3:17])=[O:14])[S:12][C:8]=2[CH:7]=1)(=[O:5])[CH3:22]. The catalyst class is: 1.